From a dataset of Full USPTO retrosynthesis dataset with 1.9M reactions from patents (1976-2016). Predict the reactants needed to synthesize the given product. The reactants are: [C:1]([O:5][C:6](=[O:26])[NH:7][CH2:8][CH2:9][N:10]1[C:18]2[C:13](=[CH:14][CH:15]=[C:16]([Cl:19])[CH:17]=2)[C:12]([C:20](=[O:25])[C:21]([F:24])([F:23])[F:22])=[CH:11]1)([CH3:4])([CH3:3])[CH3:2].[CH3:27][Si](C)(C)[N-][Si](C)(C)C.[K+].IC. Given the product [C:1]([O:5][C:6](=[O:26])[N:7]([CH2:8][CH2:9][N:10]1[C:18]2[C:13](=[CH:14][CH:15]=[C:16]([Cl:19])[CH:17]=2)[C:12]([C:20](=[O:25])[C:21]([F:22])([F:23])[F:24])=[CH:11]1)[CH3:27])([CH3:4])([CH3:2])[CH3:3], predict the reactants needed to synthesize it.